This data is from Forward reaction prediction with 1.9M reactions from USPTO patents (1976-2016). The task is: Predict the product of the given reaction. The product is: [CH3:32][N:33]1[N:34]=[C:10]2[C:9]([CH2:15][CH2:14][O:13][C:12]3[CH:16]=[C:17]([N:20]4[CH2:24][C@H:23]([CH2:25][NH:26][C:27](=[O:29])[CH3:28])[O:22][C:21]4=[O:30])[CH:18]=[CH:19][C:11]=32)=[CH:1]1. Given the reactants [C:1]([CH:9]1[CH2:15][CH2:14][O:13][C:12]2[CH:16]=[C:17]([N:20]3[CH2:24][C@H:23]([CH2:25][NH:26][C:27](=[O:29])[CH3:28])[O:22][C:21]3=[O:30])[CH:18]=[CH:19][C:11]=2[C:10]1=O)(=O)C1C=CC=CC=1.[CH3:32][NH:33][NH2:34].C(N(CC)CC)C, predict the reaction product.